From a dataset of Peptide-MHC class II binding affinity with 134,281 pairs from IEDB. Regression. Given a peptide amino acid sequence and an MHC pseudo amino acid sequence, predict their binding affinity value. This is MHC class II binding data. (1) The peptide sequence is EVLGFRMVQDERVGR. The MHC is DRB1_0401 with pseudo-sequence DRB1_0401. The binding affinity (normalized) is 0.577. (2) The peptide sequence is EKKYFAATQGEPLAA. The MHC is HLA-DQA10401-DQB10402 with pseudo-sequence HLA-DQA10401-DQB10402. The binding affinity (normalized) is 0.418. (3) The peptide sequence is LVKYVNGDGDVVAVD. The MHC is DRB1_0701 with pseudo-sequence DRB1_0701. The binding affinity (normalized) is 0.0387. (4) The MHC is HLA-DQA10501-DQB10201 with pseudo-sequence HLA-DQA10501-DQB10201. The binding affinity (normalized) is 0.548. The peptide sequence is EKKYFALTQFEPLAA. (5) The peptide sequence is TEAEDVIPEGWKADTSYESK. The MHC is HLA-DQA10301-DQB10302 with pseudo-sequence HLA-DQA10301-DQB10302. The binding affinity (normalized) is 0.571.